From a dataset of Full USPTO retrosynthesis dataset with 1.9M reactions from patents (1976-2016). Predict the reactants needed to synthesize the given product. (1) The reactants are: C(OC([C:6]1[C:10]([CH:11]([CH2:16][CH2:17][O:18][CH3:19])[CH2:12][CH2:13][O:14][CH3:15])=[CH:9][NH:8][CH:7]=1)=O)C.[OH-].[Na+].O.C(Cl)Cl. Given the product [CH3:15][O:14][CH2:13][CH2:12][CH:11]([C:10]1[CH:6]=[CH:7][NH:8][CH:9]=1)[CH2:16][CH2:17][O:18][CH3:19], predict the reactants needed to synthesize it. (2) Given the product [F:35][C:27]1[CH:28]=[C:29]([C:2]2[CH:7]=[CH:6][N:5]=[C:4]3[NH:8][C:9]([C:11]4[CH:12]=[N:13][N:14]([CH2:16][CH2:17][N:18]5[CH2:23][CH2:22][O:21][CH2:20][CH2:19]5)[CH:15]=4)=[N:10][C:3]=23)[CH:30]=[CH:31][C:26]=1[CH2:25][NH2:24], predict the reactants needed to synthesize it. The reactants are: Cl[C:2]1[CH:7]=[CH:6][N:5]=[C:4]2[NH:8][C:9]([C:11]3[CH:12]=[N:13][N:14]([CH2:16][CH2:17][N:18]4[CH2:23][CH2:22][O:21][CH2:20][CH2:19]4)[CH:15]=3)=[N:10][C:3]=12.[NH2:24][CH2:25][C:26]1[CH:31]=[CH:30][C:29](B(O)O)=[CH:28][C:27]=1[F:35].C(=O)([O-])[O-].[K+].[K+].C1(P(C2C=CC=CC=2)C2C=CC=CC=2)CCCC1. (3) Given the product [C:13]1([C@@H:19]2[C@@H:23]([C:24]3[CH:25]=[CH:26][CH:27]=[CH:28][CH:29]=3)[O:22][C:21]3([CH2:34][CH2:33][CH2:32][C@H:31]([CH2:35][NH:36][C:2]4[CH:3]=[C:4]([CH:7]=[CH:8][C:9]=4[N+:10]([O-:12])=[O:11])[C:5]#[N:6])[CH2:30]3)[O:20]2)[CH:14]=[CH:15][CH:16]=[CH:17][CH:18]=1, predict the reactants needed to synthesize it. The reactants are: F[C:2]1[CH:3]=[C:4]([CH:7]=[CH:8][C:9]=1[N+:10]([O-:12])=[O:11])[C:5]#[N:6].[C:13]1([C@@H:19]2[C@@H:23]([C:24]3[CH:29]=[CH:28][CH:27]=[CH:26][CH:25]=3)[O:22][C:21]3([CH2:34][CH2:33][CH2:32][C@H:31]([CH2:35][NH2:36])[CH2:30]3)[O:20]2)[CH:18]=[CH:17][CH:16]=[CH:15][CH:14]=1.C(=O)([O-])[O-].[K+].[K+].C(Cl)Cl. (4) Given the product [CH2:1]([NH:8][C:9](=[O:12])[CH2:10][NH:25][C:24]1[CH:26]=[CH:27][C:28]([F:30])=[CH:29][C:23]=1[F:22])[C:2]1[CH:7]=[CH:6][CH:5]=[CH:4][CH:3]=1, predict the reactants needed to synthesize it. The reactants are: [CH2:1]([NH:8][C:9](=[O:12])[CH2:10]Cl)[C:2]1[CH:7]=[CH:6][CH:5]=[CH:4][CH:3]=1.CCN(C(C)C)C(C)C.[F:22][C:23]1[CH:29]=[C:28]([F:30])[CH:27]=[CH:26][C:24]=1[NH2:25]. (5) Given the product [CH2:26]([C:23]1[N:22]=[C:21]([C:28]2[CH:33]=[CH:32][CH:31]=[CH:30][N:29]=2)[C:20]([O:19][C:17]2[CH:16]=[CH:15][N:14]=[C:13]([NH:9][C:6]3[CH:5]=[CH:4][C:3]([S:1]([NH2:11])(=[O:10])=[O:2])=[CH:8][CH:7]=3)[CH:18]=2)=[CH:25][CH:24]=1)[CH3:27], predict the reactants needed to synthesize it. The reactants are: [S:1]([NH2:11])(=[O:10])([C:3]1[CH:8]=[CH:7][C:6]([NH2:9])=[CH:5][CH:4]=1)=[O:2].Cl[C:13]1[CH:18]=[C:17]([O:19][C:20]2[C:21]([C:28]3[CH:33]=[CH:32][CH:31]=[CH:30][N:29]=3)=[N:22][C:23]([CH2:26][CH3:27])=[CH:24][CH:25]=2)[CH:16]=[CH:15][N:14]=1.C([O-])([O-])=O.[Cs+].[Cs+].CC1(C)C2C(=C(P(C3C=CC=CC=3)C3C=CC=CC=3)C=CC=2)OC2C(P(C3C=CC=CC=3)C3C=CC=CC=3)=CC=CC1=2. (6) Given the product [CH2:1]([C:3]1[N:13]([CH2:14][C:15]2[CH:16]=[C:17]([CH:22]=[CH:23][CH:24]=2)[CH2:18][OH:19])[C:6]2=[N:7][C:8]([CH3:12])=[CH:9][C:10]([CH3:11])=[C:5]2[N:4]=1)[CH3:2], predict the reactants needed to synthesize it. The reactants are: [CH2:1]([C:3]1[N:13]([CH2:14][C:15]2[CH:16]=[C:17]([CH:22]=[CH:23][CH:24]=2)[C:18](OC)=[O:19])[C:6]2=[N:7][C:8]([CH3:12])=[CH:9][C:10]([CH3:11])=[C:5]2[N:4]=1)[CH3:2].[H-].C([Al+]CC(C)C)C(C)C.O.O.O.O.C(C(C(C([O-])=O)O)O)([O-])=O.[Na+].[K+]. (7) Given the product [I:6][C:7]1[CH:8]=[C:9]([NH2:15])[C:10]([NH:13][CH3:14])=[CH:11][CH:12]=1, predict the reactants needed to synthesize it. The reactants are: C(O)(=O)C.O.[I:6][C:7]1[CH:12]=[CH:11][C:10]([NH:13][CH3:14])=[C:9]([N+:15]([O-])=O)[CH:8]=1. (8) Given the product [OH:31][C:25]1[CH:26]=[C:27]2[C@H:28]3[C@H:19]([O:18][C:17]4[C:12]5[CH:11]=[CH:10][C:9]([CH3:36])([CH3:8])[O:35][C:13]=5[CH:14]=[CH:15][C:16]=4[C:29]3=[O:30])[CH2:20][O:21][C:22]2=[CH:23][C:24]=1[O:33][CH3:34], predict the reactants needed to synthesize it. The reactants are: B(Br)(Br)Br.C(Cl)Cl.[CH3:8][C:9]1([CH3:36])[O:35][C:13]2[CH:14]=[CH:15][C:16]3[C:29](=[O:30])[C@@H:28]4[C@@H:19]([CH2:20][O:21][C:22]5[C:27]4=[CH:26][C:25]([O:31]C)=[C:24]([O:33][CH3:34])[CH:23]=5)[O:18][C:17]=3[C:12]=2[CH:11]=[CH:10]1. (9) Given the product [Br:1][C:2]1[CH:3]=[CH:4][C:5]([CH3:13])=[C:6]2[C:10]=1[CH:9]([O:11][CH3:19])[CH:8]([CH3:12])[CH2:7]2, predict the reactants needed to synthesize it. The reactants are: [Br:1][C:2]1[CH:3]=[CH:4][C:5]([CH3:13])=[C:6]2[C:10]=1[C:9](=[O:11])[CH:8]([CH3:12])[CH2:7]2.[BH4-].[Na+].Cl.[OH-].[K+].[CH3:19]I. (10) Given the product [C:36]([C:34]1[C:33]([OH:40])=[C:15]([C:14]([CH3:41])=[C:13]([NH:12][S:1]([C:4]2[CH:10]=[CH:9][C:7]([CH3:8])=[CH:6][CH:5]=2)(=[O:3])=[O:2])[CH:35]=1)[C:16]([NH:18][C:19]1[CH:24]=[CH:23][C:22]([S:25]([C:28]([F:31])([F:29])[F:30])(=[O:27])=[O:26])=[CH:21][C:20]=1[Cl:32])=[O:17])([CH3:39])([CH3:38])[CH3:37], predict the reactants needed to synthesize it. The reactants are: [S:1](Cl)([C:4]1[CH:10]=[CH:9][C:7]([CH3:8])=[CH:6][CH:5]=1)(=[O:3])=[O:2].[NH2:12][C:13]1[C:14]([CH3:41])=[C:15]([C:33]([OH:40])=[C:34]([C:36]([CH3:39])([CH3:38])[CH3:37])[CH:35]=1)[C:16]([NH:18][C:19]1[CH:24]=[CH:23][C:22]([S:25]([C:28]([F:31])([F:30])[F:29])(=[O:27])=[O:26])=[CH:21][C:20]=1[Cl:32])=[O:17].